From a dataset of Reaction yield outcomes from USPTO patents with 853,638 reactions. Predict the reaction yield, written as a fraction of the theoretical maximum amount of product (1.0 means a 100% yield; for example, 0.34 means a 34% yield). The reactants are [C:1]([C:6]1[S:10][C:9]([NH:11][C:12]([C:14]2[CH:19]=[CH:18][N:17]=[C:16]([CH2:20]Cl)[CH:15]=2)=[O:13])=[N:8][C:7]=1[C:22]1[O:23][CH:24]=[CH:25][CH:26]=1)(=[O:5])[CH2:2][CH2:3][CH3:4].[H-].[Na+].[OH2:29].[CH3:30]O. No catalyst specified. The product is [C:1]([C:6]1[S:10][C:9]([NH:11][C:12]([C:14]2[CH:19]=[CH:18][N:17]=[C:16]([CH2:20][O:29][CH3:30])[CH:15]=2)=[O:13])=[N:8][C:7]=1[C:22]1[O:23][CH:24]=[CH:25][CH:26]=1)(=[O:5])[CH2:2][CH2:3][CH3:4]. The yield is 0.550.